Dataset: Reaction yield outcomes from USPTO patents with 853,638 reactions. Task: Predict the reaction yield, written as a fraction of the theoretical maximum amount of product (1.0 means a 100% yield; for example, 0.34 means a 34% yield). (1) The reactants are [C:1]([O:5][C:6](=[O:8])[NH2:7])([CH3:4])([CH3:3])[CH3:2].CC(OI1(OC(C)=O)(OC(C)=O)[O:22][C:20](=O)[C:19]2[CH:18]=[CH:17][CH:16]=[CH:15]C1=2)=O. The catalyst is C(Cl)Cl. The product is [C:1]([O:5][C:6](=[O:8])[NH:7][CH:16]1[CH2:15][CH:18]([CH2:19][CH:20]=[O:22])[CH2:17]1)([CH3:4])([CH3:3])[CH3:2]. The yield is 0.520. (2) The reactants are C[O:2][C:3]1(OC)[CH2:8][CH2:7][N:6]([C:9]2[CH:14]=[CH:13][C:12]([N:15]3[CH2:19][C@H:18]([CH2:20][CH2:21][C:22]([NH2:24])=[O:23])[O:17][C:16]3=[O:25])=[CH:11][CH:10]=2)[CH2:5][CH:4]1[F:26].CSC.C(Cl)(=O)C. The catalyst is [Cl-].[Zn+2].[Cl-]. The product is [O:2]=[C:3]1[CH2:8][CH2:7][N:6]([C:9]2[CH:14]=[CH:13][C:12]([N:15]3[CH2:19][C@H:18]([CH2:20][CH2:21][C:22]([NH2:24])=[O:23])[O:17][C:16]3=[O:25])=[CH:11][CH:10]=2)[CH2:5][CH:4]1[F:26]. The yield is 0.650. (3) The reactants are FC(F)(F)C([N:5]([C@@H:13]1[CH2:15][C@H:14]1[C:16]1[CH:21]=[CH:20][CH:19]=[CH:18][CH:17]=1)[CH2:6][CH:7]1[CH2:12][CH2:11][NH:10][CH2:9][CH2:8]1)=O.C(N(CC)CC)C.Cl[C:32]([O:34][CH2:35][CH3:36])=[O:33]. The product is [C:16]1([C@@H:14]2[CH2:15][C@H:13]2[NH:5][CH2:6][CH:7]2[CH2:8][CH2:9][N:10]([C:32]([O:34][CH2:35][CH3:36])=[O:33])[CH2:11][CH2:12]2)[CH:17]=[CH:18][CH:19]=[CH:20][CH:21]=1. The catalyst is C(Cl)(Cl)Cl. The yield is 0.646. (4) The reactants are Br[C:2]1[C:3]([CH3:20])=[C:4]([NH:12]C(=O)OC(C)(C)C)[C:5]([CH3:11])=[C:6]([CH3:10])[C:7]=1[O:8]C.[CH2:21]([Li])[CH2:22][CH2:23][CH3:24].C[CH:27](C)[C:28]([C:30]1[CH:35]=CC(C)=[CH:32][CH:31]=1)=O.Br.[OH-].[Na+].[CH2:41]1COCC1. The catalyst is O. The product is [CH3:24][C:23]1([CH3:41])[CH:22]([C:21]2[CH:32]=[CH:31][C:30]([CH3:35])=[CH:28][CH:27]=2)[C:2]2[C:3]([CH3:20])=[C:4]([NH2:12])[C:5]([CH3:11])=[C:6]([CH3:10])[C:7]=2[O:8]1. The yield is 0.620. (5) The reactants are [CH3:1][N:2]1[CH2:7][CH2:6][C:5](=[O:8])[CH2:4][CH2:3]1.[F:9][C:10]1[CH:17]=[CH:16][CH:15]=[C:14]([F:18])[C:11]=1[CH:12]=O.[OH-].[Na+]. The catalyst is [Cl-].C([N+](C)(C)C)CCCCCCCCCCCCCCC.[Cl-].[Na+].O. The product is [F:9][C:10]1[CH:17]=[CH:16][CH:15]=[C:14]([F:18])[C:11]=1[CH:12]=[C:4]1[C:5](=[O:8])[C:6](=[CH:12][C:11]2[C:10]([F:9])=[CH:17][CH:16]=[CH:15][C:14]=2[F:18])[CH2:7][N:2]([CH3:1])[CH2:3]1. The yield is 0.940. (6) The reactants are [Br:1][C:2]1[CH:3]=[CH:4][C:5]2[N:6]([CH2:16][CH:17]([F:20])[CH2:18][NH2:19])[C:7]3[C:12]([C:13]=2[CH:14]=1)=[CH:11][C:10]([Br:15])=[CH:9][CH:8]=3.[CH2:21]([O:24][C:25]1[CH:41]=[CH:40][C:28]([C:29]([C:31]2[CH:39]=[CH:38][C:34]([C:35](O)=[O:36])=[CH:33][CH:32]=2)=[O:30])=[CH:27][CH:26]=1)[C:22]#[CH:23].Cl.CN(C)CCCN=C=NCC.O.ON1C2C=CC=CC=2N=N1. The catalyst is CN(C)C=O.CCOC(C)=O. The product is [Br:1][C:2]1[CH:3]=[CH:4][C:5]2[N:6]([CH2:16][CH:17]([F:20])[CH2:18][NH:19][C:35](=[O:36])[C:34]3[CH:33]=[CH:32][C:31]([C:29](=[O:30])[C:28]4[CH:40]=[CH:41][C:25]([O:24][CH2:21][C:22]#[CH:23])=[CH:26][CH:27]=4)=[CH:39][CH:38]=3)[C:7]3[C:12]([C:13]=2[CH:14]=1)=[CH:11][C:10]([Br:15])=[CH:9][CH:8]=3. The yield is 0.900. (7) The reactants are [C:1]([OH:9])(=O)[C:2]1[CH:7]=[CH:6][CH:5]=[CH:4][CH:3]=1.CCN(C(C)C)C(C)C.[NH2:19][C:20]1[CH:42]=[CH:41][C:23]([CH2:24][NH:25][C:26]2[C:31]3[CH:32]4[O:40][CH2:39][CH2:38][CH2:37][N:33]4[C:34](=[O:36])[NH:35][C:30]=3[N:29]=[CH:28][CH:27]=2)=[CH:22][C:21]=1[F:43]. The catalyst is CN(C=O)C. The product is [F:43][C:21]1[CH:22]=[C:23]([CH2:24][NH:25][C:26]2[C:31]3[CH:32]4[O:40][CH2:39][CH2:38][CH2:37][N:33]4[C:34](=[O:36])[NH:35][C:30]=3[N:29]=[CH:28][CH:27]=2)[CH:41]=[CH:42][C:20]=1[NH:19][C:1](=[O:9])[C:2]1[CH:3]=[CH:4][CH:5]=[CH:6][CH:7]=1. The yield is 0.100. (8) The reactants are C[CH2:2][N:3](C(C)C)[CH:4](C)C.[CH2:10]([O:17][C:18]1[CH:30]=[CH:29][C:21]([C:22]([NH:24][CH2:25][C:26]([OH:28])=O)=[O:23])=[CH:20][CH:19]=1)[C:11]1[CH:16]=[CH:15][CH:14]=[CH:13][CH:12]=1.[CH:31]1[CH:32]=[CH:33][C:34]2N(O)N=[N:37][C:35]=2[CH:36]=1.[CH3:41]CN=C=NCCCN(C)C.Cl.[CH3:53][N:54]([CH:56]=[O:57])[CH3:55]. The catalyst is O. The product is [C:34]1([CH3:41])[CH:33]=[CH:32][CH:31]=[CH:36][C:35]=1[NH:37][C:56]([N:54]1[CH2:55][CH2:4][N:3]([C:26](=[O:28])[CH2:25][NH:24][C:22](=[O:23])[C:21]2[CH:20]=[CH:19][C:18]([O:17][CH2:10][C:11]3[CH:12]=[CH:13][CH:14]=[CH:15][CH:16]=3)=[CH:30][CH:29]=2)[CH2:2][CH2:53]1)=[O:57]. The yield is 0.508. (9) The catalyst is CO. The yield is 0.480. The product is [NH2:14][CH2:15][C:16]1[CH:25]=[CH:24][CH:23]=[C:22]2[C:17]=1[CH:18]=[C:19]([C:27]1[CH:32]=[CH:31][C:30]([CH2:33][N:34]3[CH:38]=[CH:37][N:36]=[C:35]3[CH2:39][O:40][CH3:41])=[CH:29][CH:28]=1)[NH:20][C:21]2=[O:26]. The reactants are Cl.O1CCOCC1.C(OC(=O)[NH:14][CH2:15][C:16]1[CH:25]=[CH:24][CH:23]=[C:22]2[C:17]=1[CH:18]=[C:19]([C:27]1[CH:32]=[CH:31][C:30]([CH2:33][N:34]3[CH:38]=[CH:37][N:36]=[C:35]3[CH2:39][O:40][CH3:41])=[CH:29][CH:28]=1)[NH:20][C:21]2=[O:26])(C)(C)C.